From a dataset of Full USPTO retrosynthesis dataset with 1.9M reactions from patents (1976-2016). Predict the reactants needed to synthesize the given product. (1) Given the product [CH2:17]([CH:12]([OH:13])[C@@H:10]([C@H:8]([C@@H:6]([CH2:5][OH:4])[OH:7])[OH:9])[OH:11])[CH:16]=[CH2:15], predict the reactants needed to synthesize it. The reactants are: C(O)C.[O:4]=[CH:5][C@@H:6]([C@H:8]([C@@H:10]([CH2:12][OH:13])[OH:11])[OH:9])[OH:7].[Sn].[CH2:15](Br)[CH:16]=[CH2:17]. (2) Given the product [Cl:1][C:2]1[N:3]=[C:4]([N:14]2[CH2:19][CH2:18][O:17][CH2:16][CH2:15]2)[C:5]2[S:10][C:9]([CH2:11][N:33]3[CH2:32][CH2:31][N:30]([C:28](=[O:29])[C@@H:27]([OH:26])[CH3:36])[CH2:35][CH2:34]3)=[C:8]([CH3:13])[C:6]=2[N:7]=1, predict the reactants needed to synthesize it. The reactants are: [Cl:1][C:2]1[N:3]=[C:4]([N:14]2[CH2:19][CH2:18][O:17][CH2:16][CH2:15]2)[C:5]2[S:10][C:9]([CH:11]=O)=[C:8]([CH3:13])[C:6]=2[N:7]=1.C(O)(=O)C(O)=O.[OH:26][C@@H:27]([CH3:36])[C:28]([N:30]1[CH2:35][CH2:34][NH:33][CH2:32][CH2:31]1)=[O:29].CN1CCOCC1.COC(OC)OC.B.C(C1C=CC(C)=NC=1)C. (3) Given the product [SH:21][CH2:11][CH2:10][CH2:9][CH2:8][CH2:7][CH2:6][CH2:5][CH2:4][CH2:3][CH2:2][CH2:1][OH:20], predict the reactants needed to synthesize it. The reactants are: [C:1]([OH:20])(=O)[CH2:2][CH2:3][CH2:4][CH2:5][CH2:6][CH2:7][CH2:8]/[CH:9]=[CH:10]\[CH2:11]CCCCCCC.[SH:21]C(O)CCCCCCCCCC.C(O)C. (4) Given the product [CH3:1][NH:2][C:3](=[O:53])[C:4]1[CH:5]=[CH:6][C:7]([CH2:10][CH2:11][O:12][C@:13]2([CH3:52])[C@@H:18]([OH:19])[C@@H:17]([OH:27])[C@H:16]([OH:35])[C@@H:15]([CH2:43][OH:44])[O:14]2)=[CH:8][CH:9]=1, predict the reactants needed to synthesize it. The reactants are: [CH3:1][NH:2][C:3](=[O:53])[C:4]1[CH:9]=[CH:8][C:7]([CH2:10][CH2:11][O:12][C@:13]2([CH3:52])[C@@H:18]([O:19]CC3C=CC=CC=3)[C@@H:17]([O:27]CC3C=CC=CC=3)[C@H:16]([O:35]CC3C=CC=CC=3)[C@@H:15]([CH2:43][O:44]CC3C=CC=CC=3)[O:14]2)=[CH:6][CH:5]=1. (5) Given the product [CH3:12][O:11][C:8]1[CH:9]=[CH:10][C:2]2[NH:1][C:20](=[O:22])[O:5][C:4](=[O:6])[C:3]=2[CH:7]=1, predict the reactants needed to synthesize it. The reactants are: [NH2:1][C:2]1[CH:10]=[CH:9][C:8]([O:11][CH3:12])=[CH:7][C:3]=1[C:4]([OH:6])=[O:5].N1C=CC=CC=1.Cl[C:20](Cl)([O:22]C(=O)OC(Cl)(Cl)Cl)Cl. (6) Given the product [CH2:23]([O:22][C:19](=[O:21])[CH:20]=[C:8]([C:10]1[CH:15]=[CH:14][C:13]([Br:16])=[CH:12][CH:11]=1)[C:7]1[CH:17]=[CH:18][C:4]([Br:3])=[CH:5][CH:6]=1)[CH3:24], predict the reactants needed to synthesize it. The reactants are: [H-].[Na+].[Br:3][C:4]1[CH:18]=[CH:17][C:7]([C:8]([C:10]2[CH:15]=[CH:14][C:13]([Br:16])=[CH:12][CH:11]=2)=O)=[CH:6][CH:5]=1.[C:19]([O:22][CH2:23][CH3:24])(=[O:21])[CH3:20]. (7) Given the product [S:12]1[CH:16]=[CH:15][N:14]=[C:13]1[C:17]1[CH:18]=[CH:19][C:20]([CH2:21][NH:22][S:7]([C:3]2[CH:2]=[N:1][CH:6]=[CH:5][CH:4]=2)(=[O:9])=[O:8])=[CH:23][CH:24]=1, predict the reactants needed to synthesize it. The reactants are: [N:1]1[CH:6]=[CH:5][CH:4]=[C:3]([S:7](Cl)(=[O:9])=[O:8])[CH:2]=1.Cl.[S:12]1[CH:16]=[CH:15][N:14]=[C:13]1[C:17]1[CH:24]=[CH:23][C:20]([CH2:21][NH2:22])=[CH:19][CH:18]=1.Cl.C1(C2N=NC(CN)=CC=2)C=CC=CC=1. (8) Given the product [O:15]1[CH2:14][CH:13]1[CH2:11][N:2]1[C:3](=[O:10])[N:4]2[CH:9]=[CH:8][CH:7]=[CH:6][C:5]2=[N:1]1, predict the reactants needed to synthesize it. The reactants are: [N:1]1[NH:2][C:3](=[O:10])[N:4]2[CH:9]=[CH:8][CH:7]=[CH:6][C:5]=12.[CH2:11]([CH:13]1[O:15][CH2:14]1)Br.[H-].[Na+].O. (9) Given the product [C:1]([C:5]1[CH:6]=[CH:7][C:8]([CH2:9][N:10]2[C:14](=[O:15])[N:13]([CH2:16][CH3:17])[C:12]([CH2:18][CH2:19][C:20]([C:23]3[CH:24]=[C:25]([C:29]4[CH:34]=[CH:33][C:32]([O:35][CH2:36][CH3:37])=[C:31]([CH2:38][C:39]([OH:41])=[O:40])[CH:30]=4)[CH:26]=[CH:27][CH:28]=3)([F:22])[F:21])=[N:11]2)=[CH:43][CH:44]=1)([CH3:3])([CH3:4])[CH3:2], predict the reactants needed to synthesize it. The reactants are: [C:1]([C:5]1[CH:44]=[CH:43][C:8]([CH2:9][N:10]2[C:14](=[O:15])[N:13]([CH2:16][CH3:17])[C:12]([CH2:18][CH2:19][C:20]([C:23]3[CH:24]=[C:25]([C:29]4[CH:34]=[CH:33][C:32]([O:35][CH2:36][CH3:37])=[C:31]([CH2:38][C:39]([O:41]C)=[O:40])[CH:30]=4)[CH:26]=[CH:27][CH:28]=3)([F:22])[F:21])=[N:11]2)=[CH:7][CH:6]=1)([CH3:4])([CH3:3])[CH3:2].O.[Li+].[OH-].